This data is from NCI-60 drug combinations with 297,098 pairs across 59 cell lines. The task is: Regression. Given two drug SMILES strings and cell line genomic features, predict the synergy score measuring deviation from expected non-interaction effect. (1) Drug 1: C1CN(P(=O)(OC1)NCCCl)CCCl. Drug 2: C1C(C(OC1N2C=NC(=NC2=O)N)CO)O. Cell line: UACC-257. Synergy scores: CSS=-3.72, Synergy_ZIP=2.21, Synergy_Bliss=0.823, Synergy_Loewe=-1.55, Synergy_HSA=-2.38. (2) Drug 1: C1CN1P(=S)(N2CC2)N3CC3. Drug 2: C1CN(P(=O)(OC1)NCCCl)CCCl. Cell line: UACC62. Synergy scores: CSS=28.5, Synergy_ZIP=-8.45, Synergy_Bliss=-2.10, Synergy_Loewe=-43.5, Synergy_HSA=-2.32. (3) Drug 1: CC(C)CN1C=NC2=C1C3=CC=CC=C3N=C2N. Drug 2: CC1C(C(CC(O1)OC2CC(CC3=C2C(=C4C(=C3O)C(=O)C5=CC=CC=C5C4=O)O)(C(=O)C)O)N)O. Cell line: SN12C. Synergy scores: CSS=36.4, Synergy_ZIP=-2.02, Synergy_Bliss=-5.07, Synergy_Loewe=-9.53, Synergy_HSA=-2.31. (4) Cell line: TK-10. Drug 2: CN(CCCl)CCCl.Cl. Drug 1: CN(CC1=CN=C2C(=N1)C(=NC(=N2)N)N)C3=CC=C(C=C3)C(=O)NC(CCC(=O)O)C(=O)O. Synergy scores: CSS=47.8, Synergy_ZIP=-2.10, Synergy_Bliss=-1.69, Synergy_Loewe=-4.30, Synergy_HSA=-3.40.